Dataset: Catalyst prediction with 721,799 reactions and 888 catalyst types from USPTO. Task: Predict which catalyst facilitates the given reaction. (1) Reactant: [NH2:1][C:2]1[C:3]([N+:20]([O-])=O)=[C:4]([C:14]2[CH:19]=[CH:18][CH:17]=[CH:16][CH:15]=2)[CH:5]=[C:6]([O:12]C)[C:7]=1[C:8]([O:10]C)=[O:9].[CH:23]([CH:25]=O)=O.B(Br)(Br)Br. Product: [OH:12][C:6]1[CH:5]=[C:4]([C:14]2[CH:19]=[CH:18][CH:17]=[CH:16][CH:15]=2)[C:3]2[N:20]=[CH:25][CH:23]=[N:1][C:2]=2[C:7]=1[C:8]([OH:10])=[O:9]. The catalyst class is: 78. (2) Reactant: [CH2:1]([O:8][C:9]([N:11]1[CH:16]=[CH:15][C:14](=[O:17])[CH2:13][CH:12]1[C:18]1[CH:23]=[CH:22][C:21]([F:24])=[CH:20][C:19]=1[CH3:25])=[O:10])[C:2]1[CH:7]=[CH:6][CH:5]=[CH:4][CH:3]=1. Product: [CH2:1]([O:8][C:9]([N:11]1[CH2:16][CH2:15][C:14](=[O:17])[CH2:13][CH:12]1[C:18]1[CH:23]=[CH:22][C:21]([F:24])=[CH:20][C:19]=1[CH3:25])=[O:10])[C:2]1[CH:3]=[CH:4][CH:5]=[CH:6][CH:7]=1. The catalyst class is: 763.